From a dataset of Reaction yield outcomes from USPTO patents with 853,638 reactions. Predict the reaction yield, written as a fraction of the theoretical maximum amount of product (1.0 means a 100% yield; for example, 0.34 means a 34% yield). (1) The reactants are [C:1]([N:5]1[CH2:10][CH2:9][N:8]([C:11](OC(C)(C)C)=[O:12])[C@@H:7]([C:18]([N:20]2[CH2:25][CH2:24][NH:23][CH2:22][CH2:21]2)=[O:19])[CH2:6]1)([CH3:4])([CH3:3])[CH3:2].[C:26]1([CH2:32][O:33][C:34]2[CH:35]=[C:36]([NH:40][C:41](=[O:49])OC3C=CC=CC=3)[CH:37]=[CH:38][CH:39]=2)[CH:31]=[CH:30][CH:29]=[CH:28][CH:27]=1. The catalyst is C(Cl)Cl. The product is [NH3:5].[CH3:11][OH:12].[C:1]([N:5]1[CH2:10][CH2:9][NH:8][C@@H:7]([C:18]([N:20]2[CH2:25][CH2:24][N:23]([C:41]([NH:40][C:36]3[CH:37]=[CH:38][CH:39]=[C:34]([O:33][CH2:32][C:26]4[CH:27]=[CH:28][CH:29]=[CH:30][CH:31]=4)[CH:35]=3)=[O:49])[CH2:22][CH2:21]2)=[O:19])[CH2:6]1)([CH3:4])([CH3:2])[CH3:3]. The yield is 0.100. (2) The reactants are [N+:1]([C:4]1[CH:5]=[C:6]([C:13]2[CH:17]=[C:16]([OH:18])[N:15]([CH3:19])[N:14]=2)[CH:7]=[C:8]([N+:10]([O-:12])=[O:11])[CH:9]=1)([O-:3])=[O:2].[OH-].[Na+].[CH2:22]=O.[C:24]1([CH3:33])[CH:29]=[CH:28][C:27]([S:30]([O-:32])=[O:31])=[CH:26][CH:25]=1.[Na+].Cl. The catalyst is C(O)C.O. The product is [N+:1]([C:4]1[CH:5]=[C:6]([C:13]2[C:17]([CH2:22][S:30]([C:27]3[CH:28]=[CH:29][C:24]([CH3:33])=[CH:25][CH:26]=3)(=[O:32])=[O:31])=[C:16]([OH:18])[N:15]([CH3:19])[N:14]=2)[CH:7]=[C:8]([N+:10]([O-:12])=[O:11])[CH:9]=1)([O-:3])=[O:2]. The yield is 0.893. (3) The product is [CH3:12][O:13][C:14](=[O:26])[CH2:15][C@H:16]1[C:20]2[CH:21]=[CH:22][C:23]([O:11][C@H:7]3[C:8]4[C:4](=[CH:3][C:2]([Cl:1])=[CH:10][CH:9]=4)[CH2:5][CH2:6]3)=[CH:24][C:19]=2[O:18][CH2:17]1. No catalyst specified. The yield is 0.450. The reactants are [Cl:1][C:2]1[CH:3]=[C:4]2[C:8](=[CH:9][CH:10]=1)[C@@H:7]([OH:11])[CH2:6][CH2:5]2.[CH3:12][O:13][C:14](=[O:26])[CH2:15][C@H:16]1[C:20]2[CH:21]=[CH:22][C:23](O)=[CH:24][C:19]=2[O:18][CH2:17]1. (4) The reactants are CC1C=C(N2CCN(CCOC3C=CC=CC=3)C2=O)SC=1C(O)=O.[F:25][C:26]1[CH:47]=[CH:46][C:29]([CH2:30][N:31]2[CH2:35][CH2:34][N:33]([C:36]3[S:40][C:39]([C:41](O)=[O:42])=[C:38]([CH3:44])[CH:37]=3)[C:32]2=[O:45])=[CH:28][CH:27]=1.[C:48]([C:52]1[NH:56][N:55]=[C:54]([CH2:57][NH2:58])[CH:53]=1)([CH3:51])([CH3:50])[CH3:49]. No catalyst specified. The product is [C:48]([C:52]1[NH:56][N:55]=[C:54]([CH2:57][NH:58][C:41]([C:39]2[S:40][C:36]([N:33]3[CH2:34][CH2:35][N:31]([CH2:30][C:29]4[CH:46]=[CH:47][C:26]([F:25])=[CH:27][CH:28]=4)[C:32]3=[O:45])=[CH:37][C:38]=2[CH3:44])=[O:42])[CH:53]=1)([CH3:51])([CH3:49])[CH3:50]. The yield is 0.410. (5) The reactants are C[Al](C)C.[N:5]1[CH:10]=[CH:9][CH:8]=[CH:7][C:6]=1[NH2:11].[Si:12]([O:29][CH2:30][CH2:31][O:32][CH2:33][C@H:34]([OH:39])[C:35](OC)=[O:36])([C:25]([CH3:28])([CH3:27])[CH3:26])([C:19]1[CH:24]=[CH:23][CH:22]=[CH:21][CH:20]=1)[C:13]1[CH:18]=[CH:17][CH:16]=[CH:15][CH:14]=1. The catalyst is C1(C)C=CC=CC=1. The product is [Si:12]([O:29][CH2:30][CH2:31][O:32][CH2:33][C@H:34]([OH:39])[C:35]([NH:11][C:6]1[CH:7]=[CH:8][CH:9]=[CH:10][N:5]=1)=[O:36])([C:25]([CH3:28])([CH3:26])[CH3:27])([C:19]1[CH:24]=[CH:23][CH:22]=[CH:21][CH:20]=1)[C:13]1[CH:14]=[CH:15][CH:16]=[CH:17][CH:18]=1. The yield is 0.627. (6) The catalyst is C(#N)C.[Cl-].[Na+].O.CCOC(C)=O. The reactants are C[O:2][C:3]1[C:8]([N:9]2[CH2:30][CH2:29][C:12]3([C:16](=[O:17])[N:15]([C:18]4[CH:23]=[CH:22][C:21]([O:24][C:25]([F:28])([F:27])[F:26])=[CH:20][CH:19]=4)[CH2:14][CH2:13]3)[CH2:11][CH2:10]2)=[CH:7][CH:6]=[CH:5][N:4]=1.[Na+].[I-].C[Si](Cl)(C)C.Cl.S(=O)(O)[O-].[Na+]. The yield is 0.650. The product is [OH:2][C:3]1[C:8]([N:9]2[CH2:10][CH2:11][C:12]3([C:16](=[O:17])[N:15]([C:18]4[CH:19]=[CH:20][C:21]([O:24][C:25]([F:27])([F:28])[F:26])=[CH:22][CH:23]=4)[CH2:14][CH2:13]3)[CH2:29][CH2:30]2)=[CH:7][CH:6]=[CH:5][N:4]=1. (7) The reactants are [CH3:1][S:2](Cl)(=[O:4])=[O:3].[NH2:6][C:7]1[CH:12]=[CH:11][C:10]([C:13]([C:15]2[CH:20]=[CH:19][C:18]([O:21][CH3:22])=[CH:17][CH:16]=2)=[O:14])=[CH:9][CH:8]=1.N1C=CC=CC=1. The catalyst is ClCCl.CCOC(C)=O.O. The product is [CH3:22][O:21][C:18]1[CH:19]=[CH:20][C:15]([C:13]([C:10]2[CH:11]=[CH:12][C:7]([NH:6][S:2]([CH3:1])(=[O:4])=[O:3])=[CH:8][CH:9]=2)=[O:14])=[CH:16][CH:17]=1. The yield is 0.930.